The task is: Regression. Given two drug SMILES strings and cell line genomic features, predict the synergy score measuring deviation from expected non-interaction effect.. This data is from NCI-60 drug combinations with 297,098 pairs across 59 cell lines. (1) Drug 1: CC(CN1CC(=O)NC(=O)C1)N2CC(=O)NC(=O)C2. Drug 2: CN1C(=O)N2C=NC(=C2N=N1)C(=O)N. Cell line: KM12. Synergy scores: CSS=19.9, Synergy_ZIP=-6.76, Synergy_Bliss=-5.53, Synergy_Loewe=-9.79, Synergy_HSA=-6.46. (2) Drug 1: CC12CCC3C(C1CCC2=O)CC(=C)C4=CC(=O)C=CC34C. Drug 2: C1CCC(C(C1)N)N.C(=O)(C(=O)[O-])[O-].[Pt+4]. Cell line: HOP-62. Synergy scores: CSS=44.9, Synergy_ZIP=-2.18, Synergy_Bliss=-6.54, Synergy_Loewe=-18.2, Synergy_HSA=-5.60.